Dataset: Forward reaction prediction with 1.9M reactions from USPTO patents (1976-2016). Task: Predict the product of the given reaction. (1) Given the reactants [F:1][C:2]([F:21])([F:20])[CH2:3][O:4][C:5]1[C:15]([C:16]([F:19])([F:18])[F:17])=[CH:14][C:8]([C:9](OCC)=[O:10])=[CH:7][N:6]=1.[BH4-].[Na+].[Cl-].[Li+].C(O)C, predict the reaction product. The product is: [F:21][C:2]([F:1])([F:20])[CH2:3][O:4][C:5]1[N:6]=[CH:7][C:8]([CH2:9][OH:10])=[CH:14][C:15]=1[C:16]([F:19])([F:17])[F:18]. (2) Given the reactants [Br:1][C:2]1[CH:3]=[C:4]([C:10]2[N:14]([C:15]3[CH:20]=[CH:19][N:18]=[C:17]([Cl:21])[CH:16]=3)[N:13]=[C:12]([C:22](O)=[O:23])[CH:11]=2)[CH:5]=[C:6]([O:8][CH3:9])[CH:7]=1.ClC1C=C(C2N(C3C=CC=CN=3)N=C([C:44]([N:46]3[CH2:50][C:49](=[O:51])[NH:48][CH2:47]3)=O)C=2)C=C(F)C=1.O=C1CNCCN1, predict the reaction product. The product is: [Br:1][C:2]1[CH:3]=[C:4]([C:10]2[N:14]([C:15]3[CH:20]=[CH:19][N:18]=[C:17]([Cl:21])[CH:16]=3)[N:13]=[C:12]([C:22]([N:46]3[CH2:44][CH2:47][NH:48][C:49](=[O:51])[CH2:50]3)=[O:23])[CH:11]=2)[CH:5]=[C:6]([O:8][CH3:9])[CH:7]=1.